This data is from Catalyst prediction with 721,799 reactions and 888 catalyst types from USPTO. The task is: Predict which catalyst facilitates the given reaction. (1) Reactant: [CH3:1][C:2]1[C:10]2[C:9]([CH2:11][N:12]3[C:16]4[CH:17]=[CH:18][CH:19]=[CH:20][C:15]=4[NH:14][C:13]3=[O:21])=[CH:8][S:7][C:6]=2[CH:5]=[CH:4][CH:3]=1.[CH3:22][O:23][C:24](=[O:30])[C:25]([CH3:29])([CH3:28])[CH2:26]O.C1(P(C2C=CC=CC=2)C2C=CC=CC=2)C=CC=CC=1.N(C(OC(C)C)=O)=NC(OC(C)C)=O. Product: [CH3:22][O:23][C:24](=[O:30])[C:25]([CH3:29])([CH3:28])[CH2:26][N:14]1[C:15]2[CH:20]=[CH:19][CH:18]=[CH:17][C:16]=2[N:12]([CH2:11][C:9]2[C:10]3[C:2]([CH3:1])=[CH:3][CH:4]=[CH:5][C:6]=3[S:7][CH:8]=2)[C:13]1=[O:21]. The catalyst class is: 1. (2) Reactant: [CH2:1]([NH:8][C:9]([C:11]1[S:15][C:14]([NH:16][C:17]([C:19]2[CH:24]=[CH:23][NH:22][C:21](=[O:25])[CH:20]=2)=[O:18])=[N:13][C:12]=1[CH3:26])=[O:10])[C:2]1[CH:7]=[CH:6][CH:5]=[CH:4][CH:3]=1.C(=O)([O-])[O-].[K+].[K+].O[C:34]1[CH:35]=[CH:36][CH:37]=[C:38]2[C:43]=1N=CC=C2.IC1C=CC=CC=1. Product: [CH2:1]([NH:8][C:9]([C:11]1[S:15][C:14]([NH:16][C:17]([C:19]2[CH:24]=[CH:23][N:22]([C:34]3[CH:35]=[CH:36][CH:37]=[CH:38][CH:43]=3)[C:21](=[O:25])[CH:20]=2)=[O:18])=[N:13][C:12]=1[CH3:26])=[O:10])[C:2]1[CH:7]=[CH:6][CH:5]=[CH:4][CH:3]=1. The catalyst class is: 156. (3) Reactant: [NH2:1][C:2]1[CH:3]=[C:4]([NH:16][C:17](=[O:20])[O:18][CH3:19])[CH:5]=[CH:6][C:7]=1[NH:8][CH2:9][CH:10]1[CH2:15][CH2:14][CH2:13][CH2:12][CH2:11]1.[CH3:21][C:22]([CH3:27])([CH3:26])[C:23](Cl)=O. Product: [C:22]([C:27]1[N:8]([CH2:9][CH:10]2[CH2:15][CH2:14][CH2:13][CH2:12][CH2:11]2)[C:7]2[CH:6]=[CH:5][C:4]([NH:16][C:17](=[O:20])[O:18][CH3:19])=[CH:3][C:2]=2[N:1]=1)([CH3:26])([CH3:23])[CH3:21]. The catalyst class is: 166. (4) Reactant: [CH3:1][S:2](Cl)(=[O:4])=[O:3].[Br:6][C:7]1[CH:12]=[CH:11][C:10]([Br:13])=[CH:9][C:8]=1[CH:14]1[CH2:19][CH:18]([OH:20])[CH2:17][CH2:16][O:15]1.CCN(C(C)C)C(C)C. Product: [CH3:1][S:2]([O:20][CH:18]1[CH2:17][CH2:16][O:15][CH:14]([C:8]2[CH:9]=[C:10]([Br:13])[CH:11]=[CH:12][C:7]=2[Br:6])[CH2:19]1)(=[O:4])=[O:3]. The catalyst class is: 2. (5) Reactant: [F:1][C:2]1[CH:7]=[C:6]([CH3:8])[CH:5]=[CH:4][C:3]=1[NH:9][C:10]1[CH:18]=[C:17]2[C:13]([C:14]([CH2:19][N:20]([CH3:28])[C:21](=[O:27])[O:22][C:23]([CH3:26])([CH3:25])[CH3:24])=[CH:15][NH:16]2)=[CH:12][CH:11]=1.[H-].[Na+].[C:31]1([S:37](Cl)(=[O:39])=[O:38])[CH:36]=[CH:35][CH:34]=[CH:33][CH:32]=1.[Cl-].[NH4+]. Product: [F:1][C:2]1[CH:7]=[C:6]([CH3:8])[CH:5]=[CH:4][C:3]=1[NH:9][C:10]1[CH:18]=[C:17]2[C:13]([C:14]([CH2:19][N:20]([CH3:28])[C:21](=[O:27])[O:22][C:23]([CH3:25])([CH3:24])[CH3:26])=[CH:15][N:16]2[S:37]([C:31]2[CH:36]=[CH:35][CH:34]=[CH:33][CH:32]=2)(=[O:39])=[O:38])=[CH:12][CH:11]=1. The catalyst class is: 9. (6) The catalyst class is: 5. Reactant: C(OC(=O)[NH:10][CH2:11][CH:12]([S:14](=[O:26])(=[O:25])[NH:15][CH:16]1[CH2:21][CH2:20][N:19]([CH:22]([CH3:24])[CH3:23])[CH2:18][CH2:17]1)[CH3:13])C1C=CC=CC=1. Product: [CH:22]([N:19]1[CH2:20][CH2:21][CH:16]([NH:15][S:14]([CH:12]([CH3:13])[CH2:11][NH2:10])(=[O:25])=[O:26])[CH2:17][CH2:18]1)([CH3:24])[CH3:23]. (7) Reactant: C(OC([N:8]1[C:16]2[CH:15]=[C:14]([C:17]([F:25])([F:24])[C:18]3[CH:23]=[CH:22][CH:21]=[CH:20][CH:19]=3)[N:13]=[CH:12][C:11]=2[C:10]([CH3:27])([CH3:26])[CH2:9]1)=O)(C)(C)C.[ClH:28]. Product: [ClH:28].[F:25][C:17]([F:24])([C:18]1[CH:19]=[CH:20][CH:21]=[CH:22][CH:23]=1)[C:14]1[N:13]=[CH:12][C:11]2[C:10]([CH3:27])([CH3:26])[CH2:9][NH:8][C:16]=2[CH:15]=1. The catalyst class is: 5. (8) Product: [F:22][C:16]1[CH:17]=[CH:18][C:19]([CH3:21])=[CH:20][C:15]=1[CH2:14][CH2:13][O:12][C:6]1[CH:5]=[C:4]([CH:9]=[CH:8][C:7]=1[O:10][CH3:11])[C:3]([OH:23])=[O:2]. Reactant: C[O:2][C:3](=[O:23])[C:4]1[CH:9]=[CH:8][C:7]([O:10][CH3:11])=[C:6]([O:12][CH2:13][CH2:14][C:15]2[CH:20]=[C:19]([CH3:21])[CH:18]=[CH:17][C:16]=2[F:22])[CH:5]=1.[OH-].[Li+]. The catalyst class is: 12. (9) Reactant: [Li][CH2:2]CCC.[Br:6][C:7]1[CH:8]=[C:9]([C:15]([CH3:19])([CH3:18])[CH:16]=O)[CH:10]=[CH:11][C:12]=1[O:13][CH3:14]. Product: [Br:6][C:7]1[CH:8]=[C:9]([C:15]([CH3:19])([CH3:18])[CH:16]=[CH2:2])[CH:10]=[CH:11][C:12]=1[O:13][CH3:14]. The catalyst class is: 307. (10) The catalyst class is: 5. Product: [ClH:1].[Cl:1][C:2]1[C:3]([O:18][CH:19]2[CH2:24][CH2:23][NH:22][CH2:21][CH:20]2[CH3:32])=[CH:4][C:5](=[O:17])[N:6]([C:8]2[CH:13]=[CH:12][C:11]([C:14]#[N:15])=[C:10]([F:16])[CH:9]=2)[CH:7]=1. Reactant: [Cl:1][C:2]1[C:3]([O:18][C@@H:19]2[CH2:24][CH2:23][N:22](C(OC(C)(C)C)=O)[CH2:21][C@H:20]2[CH3:32])=[CH:4][C:5](=[O:17])[N:6]([C:8]2[CH:13]=[CH:12][C:11]([C:14]#[N:15])=[C:10]([F:16])[CH:9]=2)[CH:7]=1.Cl.